The task is: Predict which catalyst facilitates the given reaction.. This data is from Catalyst prediction with 721,799 reactions and 888 catalyst types from USPTO. Reactant: [CH3:1][N:2]([CH3:17])[C:3](=[O:16])[O:4][CH2:5][C@H:6]([NH:8]C(OC(C)(C)C)=O)[CH3:7].[ClH:18]. Product: [ClH:18].[CH3:1][N:2]([CH3:17])[C:3](=[O:16])[O:4][CH2:5][C@H:6]([NH2:8])[CH3:7]. The catalyst class is: 817.